Dataset: Full USPTO retrosynthesis dataset with 1.9M reactions from patents (1976-2016). Task: Predict the reactants needed to synthesize the given product. (1) Given the product [C:23]1([CH:20]2[CH2:21][CH2:22][N:17]([C:7]3[N:6]=[C:5]([C:3]([OH:4])=[O:2])[CH:10]=[C:9]([N:11]4[CH2:16][CH2:15][CH2:14][CH2:13][CH2:12]4)[N:8]=3)[CH2:18][CH2:19]2)[CH:28]=[CH:27][CH:26]=[CH:25][CH:24]=1, predict the reactants needed to synthesize it. The reactants are: C[O:2][C:3]([C:5]1[CH:10]=[C:9]([N:11]2[CH2:16][CH2:15][CH2:14][CH2:13][CH2:12]2)[N:8]=[C:7]([N:17]2[CH2:22][CH2:21][CH:20]([C:23]3[CH:28]=[CH:27][CH:26]=[CH:25][CH:24]=3)[CH2:19][CH2:18]2)[N:6]=1)=[O:4].CO.[OH-].[Li+]. (2) The reactants are: [CH3:1][O:2][C:3](=[O:10])[CH:4]=[CH:5][CH2:6][CH2:7][CH2:8]Cl.[Br-:11].[Li+].CCCCCCC. Given the product [CH3:1][O:2][C:3](=[O:10])[CH:4]=[CH:5][CH2:6][CH2:7][CH2:8][Br:11], predict the reactants needed to synthesize it.